This data is from Forward reaction prediction with 1.9M reactions from USPTO patents (1976-2016). The task is: Predict the product of the given reaction. (1) The product is: [F:2][C:3]1([F:10])[CH2:9][O:8][CH2:7][CH2:6][N:5]([CH2:31][CH2:32][N:33]2[C:37](=[O:38])[C:36]3[CH:39]=[C:40]([C:42]4[CH:47]=[CH:46][N:45]=[C:44]([NH:48][C:49]5[N:50]([CH3:54])[N:51]=[CH:52][CH:53]=5)[N:43]=4)[S:41][C:35]=3[C:34]2([CH3:55])[CH3:56])[CH2:4]1. Given the reactants Cl.[F:2][C:3]1([F:10])[CH2:9][O:8][CH2:7][CH2:6][NH:5][CH2:4]1.C(=O)([O-])[O-].C1(C)C=CC(S(O)(=O)=O)=CC=1.CS(O[CH2:31][CH2:32][N:33]1[C:37](=[O:38])[C:36]2[CH:39]=[C:40]([C:42]3[CH:47]=[CH:46][N:45]=[C:44]([NH:48][C:49]4[N:50]([CH3:54])[N:51]=[CH:52][CH:53]=4)[N:43]=3)[S:41][C:35]=2[C:34]1([CH3:56])[CH3:55])(=O)=O.C(N(CC)CC)C, predict the reaction product. (2) Given the reactants [C:1]1([P:7](=[O:20])([C:14]2[CH:19]=[CH:18][CH:17]=[CH:16][CH:15]=2)[C:8]2[CH:13]=[CH:12][CH:11]=[CH:10][CH:9]=2)[CH:6]=[CH:5][CH:4]=[CH:3][CH:2]=1.[H][H], predict the reaction product. The product is: [CH:1]1([P:7](=[O:20])([CH:8]2[CH2:13][CH2:12][CH2:11][CH2:10][CH2:9]2)[CH:14]2[CH2:19][CH2:18][CH2:17][CH2:16][CH2:15]2)[CH2:2][CH2:3][CH2:4][CH2:5][CH2:6]1. (3) Given the reactants [OH:1][CH2:2][CH2:3][N:4]1[CH2:9][CH2:8][CH2:7][CH:6]([N:10]2[C:21]3=[C:22]4[C:17](=[CH:18][CH:19]=[CH:20]3)[CH:16]=[N:15][CH:14]=[C:13]4[CH2:12][CH2:11]2)[CH2:5]1.C(N(CC)C(C)C)(C)C.[C:32](O[C:32](=[O:37])[C:33]([CH3:36])([CH3:35])[CH3:34])(=[O:37])[C:33]([CH3:36])([CH3:35])[CH3:34], predict the reaction product. The product is: [C:32]([O:1][CH2:2][CH2:3][N:4]1[CH2:9][CH2:8][CH2:7][CH:6]([N:10]2[C:21]3=[C:22]4[C:17](=[CH:18][CH:19]=[CH:20]3)[CH:16]=[N:15][CH:14]=[C:13]4[CH2:12][CH2:11]2)[CH2:5]1)(=[O:37])[C:33]([CH3:36])([CH3:35])[CH3:34]. (4) The product is: [CH:1]1([C:5]2[C:13]([CH:17]=[O:16])=[CH:12][C:8]([C:9]([OH:11])=[O:10])=[C:7]([CH3:15])[CH:6]=2)[CH2:4][CH2:3][CH2:2]1. Given the reactants [CH:1]1([C:5]2[C:13](I)=[CH:12][C:8]([C:9]([OH:11])=[O:10])=[C:7]([CH3:15])[CH:6]=2)[CH2:4][CH2:3][CH2:2]1.[O:16]1CCC[CH2:17]1.C([Li])CCC.CN(C)C=O, predict the reaction product. (5) Given the reactants [Br:1][C:2]1[CH:8]=[CH:7][C:5]([NH2:6])=[CH:4][CH:3]=1.C(N(CC)CC)C.[C:16](Cl)(=[O:18])[CH3:17], predict the reaction product. The product is: [Br:1][C:2]1[CH:8]=[CH:7][C:5]([NH:6][C:16](=[O:18])[CH3:17])=[CH:4][CH:3]=1. (6) Given the reactants [NH2:1][C:2]1[CH:3]=[C:4]([C:20]2[N:21]=[C:22]([C:25]3[CH:30]=[CH:29][N:28]=[CH:27][CH:26]=3)[S:23][CH:24]=2)[C:5](=[O:19])[N:6](CC2C=CC(OC)=CC=2)[C:7]=1[CH2:8][CH3:9].[N:31]1([CH2:37][CH2:38][CH2:39][C:40](O)=[O:41])[CH2:36][CH2:35][CH2:34][CH2:33][CH2:32]1.BrCCCC(OCC)=O.N1CCCCC1.COC1C=C(S)C=CC=1.C(O)(C(F)(F)F)=O, predict the reaction product. The product is: [CH2:8]([C:7]1[NH:6][C:5](=[O:19])[C:4]([C:20]2[N:21]=[C:22]([C:25]3[CH:26]=[CH:27][N:28]=[CH:29][CH:30]=3)[S:23][CH:24]=2)=[CH:3][C:2]=1[NH:1][C:40](=[O:41])[CH2:39][CH2:38][CH2:37][N:31]1[CH2:36][CH2:35][CH2:34][CH2:33][CH2:32]1)[CH3:9]. (7) Given the reactants [N:1]1[CH:6]=[CH:5][C:4]([S:7][C:8]2[CH:9]=[C:10]([CH2:14][OH:15])[CH:11]=[CH:12][CH:13]=2)=[CH:3][CH:2]=1.[OH:16][C:17]1[C:22]([CH3:23])=[C:21](O)[CH:20]=[CH:19][C:18]=1[C:25](=[O:31])[CH2:26][C:27]([CH3:30])([CH3:29])[CH3:28], predict the reaction product. The product is: [OH:16][C:17]1[C:22]([CH3:23])=[C:21]([O:15][CH2:14][C:10]2[CH:11]=[CH:12][CH:13]=[C:8]([S:7][C:4]3[CH:3]=[CH:2][N:1]=[CH:6][CH:5]=3)[CH:9]=2)[CH:20]=[CH:19][C:18]=1[C:25](=[O:31])[CH2:26][C:27]([CH3:29])([CH3:28])[CH3:30]. (8) Given the reactants CN([CH:4]=[N:5][C:6]([C:8]1[N:9]=[C:10]2[C:16]3[CH:17]=[C:18]([C:21]([O:23][CH3:24])=[O:22])[CH:19]=[CH:20][C:15]=3[O:14][CH2:13][CH2:12][N:11]2[CH:25]=1)=O)C.Cl.[Cl:27][C:28]1[CH:33]=[CH:32][CH:31]=[CH:30][C:29]=1[NH:34][NH2:35], predict the reaction product. The product is: [Cl:27][C:28]1[CH:33]=[CH:32][CH:31]=[CH:30][C:29]=1[N:34]1[C:6]([C:8]2[N:9]=[C:10]3[C:16]4[CH:17]=[C:18]([C:21]([O:23][CH3:24])=[O:22])[CH:19]=[CH:20][C:15]=4[O:14][CH2:13][CH2:12][N:11]3[CH:25]=2)=[N:5][CH:4]=[N:35]1. (9) Given the reactants C(Cl)(=O)C(Cl)=O.[CH3:7][N:8]1[CH2:13][CH2:12][N:11]([S:14]([NH:17][C:18]2[CH:25]=[CH:24][C:21]([CH2:22][OH:23])=[CH:20][CH:19]=2)(=[O:16])=[O:15])[CH2:10][CH2:9]1.C(N(CC)CC)C, predict the reaction product. The product is: [CH3:7][N:8]1[CH2:13][CH2:12][N:11]([S:14]([NH:17][C:18]2[CH:25]=[CH:24][C:21]([CH:22]=[O:23])=[CH:20][CH:19]=2)(=[O:15])=[O:16])[CH2:10][CH2:9]1. (10) Given the reactants [Cl:1][C:2]1[CH:7]=[CH:6][C:5]([S:8][CH2:9][C:10]2[CH:18]=[CH:17][C:13]([C:14]([OH:16])=O)=[CH:12][CH:11]=2)=[C:4]([NH:19][S:20]([C:23]2[CH:28]=[CH:27][C:26]([Cl:29])=[C:25]([C:30]([F:33])([F:32])[F:31])[CH:24]=2)(=[O:22])=[O:21])[CH:3]=1.[C:34]([O:38][C:39](=[O:42])[CH2:40][NH2:41])([CH3:37])([CH3:36])[CH3:35].CN1CCOCC1.C(Cl)CCl, predict the reaction product. The product is: [C:34]([O:38][C:39](=[O:42])[CH2:40][NH:41][C:14]([C:13]1[CH:17]=[CH:18][C:10]([CH2:9][S:8][C:5]2[CH:6]=[CH:7][C:2]([Cl:1])=[CH:3][C:4]=2[NH:19][S:20]([C:23]2[CH:28]=[CH:27][C:26]([Cl:29])=[C:25]([C:30]([F:32])([F:31])[F:33])[CH:24]=2)(=[O:22])=[O:21])=[CH:11][CH:12]=1)=[O:16])([CH3:37])([CH3:36])[CH3:35].